Predict the reactants needed to synthesize the given product. From a dataset of Full USPTO retrosynthesis dataset with 1.9M reactions from patents (1976-2016). Given the product [NH2:1][C:2]1[C:7]([N+:8]([O-:10])=[O:9])=[CH:6][CH:5]=[CH:4][C:3]=1[O:11][CH2:14][CH2:15][OH:16], predict the reactants needed to synthesize it. The reactants are: [NH2:1][C:2]1[C:7]([N+:8]([O-:10])=[O:9])=[CH:6][CH:5]=[CH:4][C:3]=1[OH:11].ClC[CH2:14][CH2:15][OH:16].